The task is: Predict the product of the given reaction.. This data is from Forward reaction prediction with 1.9M reactions from USPTO patents (1976-2016). (1) The product is: [CH3:50][C@H:11]1[C@H:12]2[CH2:13][C@H:14]3[C:15]([CH3:16])([CH3:17])[C@@H:3]([CH2:4][CH2:5][C@:7]2([CH3:57])[CH2:8][CH2:9][CH2:10]1)[C@H:2]([CH3:1])[CH2:19][CH2:18]3.[CH3:1][C:2]1[C@@H:19]([O:20][C:21]([C@H:23]([OH:39])[C@@H:24]([NH:31][C:32]([O:34][C:35]([CH3:36])([CH3:37])[CH3:38])=[O:33])[C:25]2[CH:26]=[CH:27][CH:28]=[CH:29][CH:30]=2)=[O:22])[CH2:18][C@:14]2([OH:40])[C:15]([CH3:16])([CH3:17])[C:3]=1[C@@H:4]([OH:58])[C:5]([C@@:7]1([CH3:57])[C@H:12]([C@@H:13]2[O:41][C:42]([C:44]2[CH:49]=[CH:48][CH:47]=[CH:46][CH:45]=2)=[O:43])[C@:11]2([O:52][C:53]([CH3:55])=[O:54])[CH2:50][O:51][C@@H:10]2[CH2:9][C@@H:8]1[OH:56])=[O:6]. Given the reactants [CH3:1][C:2]1[C@@H:19]([O:20][C:21]([C@H:23]([OH:39])[C@@H:24]([NH:31][C:32]([O:34][C:35]([CH3:38])([CH3:37])[CH3:36])=[O:33])[C:25]2[CH:26]=[CH:27][CH:28]=[CH:29][CH:30]=2)=[O:22])[CH2:18][C@:14]2([OH:40])[C:15]([CH3:17])([CH3:16])[C:3]=1[C@@H:4]([OH:58])[C:5]([C@@:7]1([CH3:57])[C@H:12]([C@@H:13]2[O:41][C:42]([C:44]2[CH:45]=[CH:46][CH:47]=[CH:48][CH:49]=2)=[O:43])[C@:11]2([O:52][C:53]([CH3:55])=[O:54])[CH2:50][O:51][C@@H:10]2[CH2:9][C@@H:8]1[OH:56])=[O:6], predict the reaction product. (2) Given the reactants [C:1]([C:3]1[N:4]=[C:5]2[CH:13]=[CH:12][C:11]([F:14])=[CH:10][N:6]2[C:7](=[O:9])[CH:8]=1)#[CH:2].I[C:16]1[CH:21]=[C:20]([CH3:22])[N:19]=[C:18]([CH3:23])[C:17]=1[OH:24].C(N(CC)CC)C, predict the reaction product. The product is: [CH3:22][C:20]1[CH:21]=[C:16]2[CH:2]=[C:1]([C:3]3[N:4]=[C:5]4[CH:13]=[CH:12][C:11]([F:14])=[CH:10][N:6]4[C:7](=[O:9])[CH:8]=3)[O:24][C:17]2=[C:18]([CH3:23])[N:19]=1.